Dataset: Reaction yield outcomes from USPTO patents with 853,638 reactions. Task: Predict the reaction yield, written as a fraction of the theoretical maximum amount of product (1.0 means a 100% yield; for example, 0.34 means a 34% yield). The reactants are [NH2:1][C@@H:2]([CH2:24][C:25]1[CH:30]=[CH:29][CH:28]=[CH:27][CH:26]=1)[CH2:3][C@H:4]([OH:23])[C@@H:5]([NH:13][C:14](=[O:22])[O:15][CH2:16][C:17]1[S:21][CH:20]=[N:19][CH:18]=1)[CH2:6][C:7]1[CH:12]=[CH:11][CH:10]=[CH:9][CH:8]=1.[C:31]([N:35]=[C:36]=[O:37])([CH3:34])([CH3:33])[CH3:32]. The catalyst is CN(C1C=CN=CC=1)C.CN(C=O)C. The product is [CH2:6]([C@H:5]([NH:13][C:14](=[O:22])[O:15][CH2:16][C:17]1[S:21][CH:20]=[N:19][CH:18]=1)[C@@H:4]([OH:23])[CH2:3][C@@H:2]([NH:1][C:36]([NH:35][C:31]([CH3:34])([CH3:33])[CH3:32])=[O:37])[CH2:24][C:25]1[CH:26]=[CH:27][CH:28]=[CH:29][CH:30]=1)[C:7]1[CH:12]=[CH:11][CH:10]=[CH:9][CH:8]=1. The yield is 0.551.